This data is from Full USPTO retrosynthesis dataset with 1.9M reactions from patents (1976-2016). The task is: Predict the reactants needed to synthesize the given product. (1) Given the product [CH2:25]([N:22]1[CH2:23][CH2:24][CH:19]([NH:18][C:14]2[CH:15]=[C:8]([F:7])[C:9]([C:10]#[N:11])=[C:12]([F:17])[CH:13]=2)[CH2:20][CH2:21]1)[C:26]1[CH:27]=[CH:28][CH:29]=[CH:30][CH:31]=1, predict the reactants needed to synthesize it. The reactants are: C(=O)([O-])[O-].[K+].[K+].[F:7][C:8]1[CH:15]=[C:14](F)[CH:13]=[C:12]([F:17])[C:9]=1[C:10]#[N:11].[NH2:18][CH:19]1[CH2:24][CH2:23][N:22]([CH2:25][C:26]2[CH:31]=[CH:30][CH:29]=[CH:28][CH:27]=2)[CH2:21][CH2:20]1.[Cl-].[Na+].C(=O)([O-])O.[Na+]. (2) Given the product [CH2:10]([C:9]1[S:8][C:7]([C:13]2[CH:14]=[CH:15][C:16]([C:19]([F:20])([F:22])[F:21])=[CH:17][CH:18]=2)=[N:6][C:5]=1[CH2:4][CH2:3][OH:2])[CH2:11][CH3:12], predict the reactants needed to synthesize it. The reactants are: C[O:2][C:3](=O)[CH2:4][C:5]1[N:6]=[C:7]([C:13]2[CH:18]=[CH:17][C:16]([C:19]([F:22])([F:21])[F:20])=[CH:15][CH:14]=2)[S:8][C:9]=1[CH2:10][CH2:11][CH3:12].[H-].[Al+3].[Li+].[H-].[H-].[H-].